From a dataset of Full USPTO retrosynthesis dataset with 1.9M reactions from patents (1976-2016). Predict the reactants needed to synthesize the given product. (1) Given the product [CH2:23]([O:24][C:13](=[O:17])[C:14]([C:6]1[C:5]2[C:9](=[CH:10][C:2]([Br:1])=[C:3]([F:12])[CH:4]=2)[N:8]([CH3:11])[CH:7]=1)=[O:15])[CH3:22], predict the reactants needed to synthesize it. The reactants are: [Br:1][C:2]1[CH:10]=[C:9]2[C:5]([CH:6]=[CH:7][N:8]2[CH3:11])=[CH:4][C:3]=1[F:12].[C:13](Cl)(=[O:17])[C:14](Cl)=[O:15].ClCCl.[CH3:22][CH2:23][OH:24]. (2) Given the product [CH2:1]([N:8]1[CH2:12][CH2:11][CH:10]([C:13]2[CH:18]=[CH:17][C:16]([NH2:19])=[C:15]([O:22][CH3:23])[CH:14]=2)[CH2:9]1)[C:2]1[CH:3]=[CH:4][CH:5]=[CH:6][CH:7]=1, predict the reactants needed to synthesize it. The reactants are: [CH2:1]([N:8]1[CH2:12][CH2:11][CH:10]([C:13]2[CH:18]=[CH:17][C:16]([N+:19]([O-])=O)=[C:15]([O:22][CH3:23])[CH:14]=2)[CH2:9]1)[C:2]1[CH:7]=[CH:6][CH:5]=[CH:4][CH:3]=1.[Sn](Cl)Cl. (3) The reactants are: [H-].[Na+].CN(C)P(N(C)C)(N(C)C)=O.[C:14]([O:22][CH2:23][CH3:24])(=[O:21])[CH2:15][C:16]([O:18][CH2:19][CH3:20])=[O:17].[Br:25][C:26]1[CH:31]=[CH:30][C:29](I)=[CH:28][CH:27]=1. Given the product [Br:25][C:26]1[CH:31]=[CH:30][C:29]([CH:15]([C:16]([O:18][CH2:19][CH3:20])=[O:17])[C:14]([O:22][CH2:23][CH3:24])=[O:21])=[CH:28][CH:27]=1, predict the reactants needed to synthesize it.